From a dataset of Forward reaction prediction with 1.9M reactions from USPTO patents (1976-2016). Predict the product of the given reaction. (1) The product is: [CH3:19][N:18]([CH2:17][C:16]1[N:8]([C:5]2[CH:4]=[CH:3][C:2]([NH:1][C:47]([NH:46][CH2:44][CH3:45])=[O:48])=[CH:7][CH:6]=2)[N:9]=[C:10]2[C:15]=1[C:14](=[O:21])[N:13]([C:22]1[CH:27]=[CH:26][CH:25]=[C:24]([O:28][CH3:29])[C:23]=1[F:30])[C:12](=[O:31])[N:11]2[CH2:32][C:33]1[C:38]([C:39]([F:42])([F:41])[F:40])=[CH:37][CH:36]=[CH:35][C:34]=1[F:43])[CH3:20]. Given the reactants [NH2:1][C:2]1[CH:7]=[CH:6][C:5]([N:8]2[C:16]([CH2:17][N:18]([CH3:20])[CH3:19])=[C:15]3[C:10]([N:11]([CH2:32][C:33]4[C:38]([C:39]([F:42])([F:41])[F:40])=[CH:37][CH:36]=[CH:35][C:34]=4[F:43])[C:12](=[O:31])[N:13]([C:22]4[CH:27]=[CH:26][CH:25]=[C:24]([O:28][CH3:29])[C:23]=4[F:30])[C:14]3=[O:21])=[N:9]2)=[CH:4][CH:3]=1.[CH2:44]([N:46]=[C:47]=[O:48])[CH3:45].C(=O)(O)[O-].[Na+], predict the reaction product. (2) The product is: [CH2:1]([O:5][C:6]1[N:14]=[C:13]2[C:9]([N:10]=[C:11]([OH:26])[N:12]2[CH2:15][C:16]2[CH:21]=[CH:20][CH:19]=[C:18]([CH2:22][C:23]([O:25][CH2:33][CH2:32][CH2:31][CH2:30][N:29]([CH3:35])[CH3:28])=[O:24])[CH:17]=2)=[C:8]([NH2:27])[N:7]=1)[CH2:2][CH2:3][CH3:4]. Given the reactants [CH2:1]([O:5][C:6]1[N:14]=[C:13]2[C:9]([N:10]=[C:11]([OH:26])[N:12]2[CH2:15][C:16]2[CH:21]=[CH:20][CH:19]=[C:18]([CH2:22][C:23]([OH:25])=[O:24])[CH:17]=2)=[C:8]([NH2:27])[N:7]=1)[CH2:2][CH2:3][CH3:4].[CH3:28][N:29]([CH3:35])[CH2:30][CH2:31][CH2:32][CH2:33]O.ON1C2C=CC=CC=2N=N1.Cl.CN(C)CCCN=C=NCC, predict the reaction product. (3) Given the reactants [F:1][C:2]1[CH:7]=[CH:6][C:5]([N+:8]([O-:10])=[O:9])=[CH:4][C:3]=1[NH:11][C:12]([CH:14]1[CH2:16][CH2:15]1)=O.O(S(C(F)(F)F)(=O)=O)S(C(F)(F)F)(=O)=O.[Si]([N:36]=[N+:37]=[N-:38])(C)(C)C.C([O-])(O)=O.[Na+], predict the reaction product. The product is: [CH:14]1([C:12]2[N:11]([C:3]3[CH:4]=[C:5]([N+:8]([O-:10])=[O:9])[CH:6]=[CH:7][C:2]=3[F:1])[N:38]=[N:37][N:36]=2)[CH2:16][CH2:15]1. (4) Given the reactants [F:1][C:2]1[CH:30]=[CH:29][C:5]2[CH2:6][C:7]3[CH:28]=[CH:27][CH:26]=[CH:25][C:8]=3[C:9]3([CH2:14][CH2:13][CH:12]([N:15]4[CH2:20][CH2:19][CH:18]=[C:17]([C:21]([O:23]C)=[O:22])[CH2:16]4)[CH2:11]3)[CH2:10][C:4]=2[CH:3]=1.CCCCCC.C(O)(C)C.[Li+].[OH-], predict the reaction product. The product is: [F:1][C:2]1[CH:30]=[CH:29][C:5]2[CH2:6][C:7]3[CH:28]=[CH:27][CH:26]=[CH:25][C:8]=3[C:9]3([CH2:14][CH2:13][CH:12]([N:15]4[CH2:20][CH2:19][CH:18]=[C:17]([C:21]([OH:23])=[O:22])[CH2:16]4)[CH2:11]3)[CH2:10][C:4]=2[CH:3]=1. (5) Given the reactants Cl.C([CH2:4][C:5]([NH2:7])=[O:6])C.[CH2:8](N(CC)CC)[CH3:9].[C:15](Cl)(=[O:22])[C:16]1[CH:21]=[CH:20][CH:19]=[CH:18][CH:17]=1, predict the reaction product. The product is: [CH2:8]([O:6][C:5](=[N:7][C:15](=[O:22])[C:16]1[CH:21]=[CH:20][CH:19]=[CH:18][CH:17]=1)[CH3:4])[CH3:9]. (6) The product is: [CH2:10]([O:9][P:8]([CH2:6][CH2:7][NH:5][CH2:1][CH2:2][CH2:3][CH3:4])([O:12][CH2:13][CH3:14])=[O:15])[CH3:11]. Given the reactants [CH2:1]([NH2:5])[CH2:2][CH2:3][CH3:4].[CH:6]([P:8](=[O:15])([O:12][CH2:13][CH3:14])[O:9][CH2:10][CH3:11])=[CH2:7], predict the reaction product. (7) Given the reactants [CH3:1][O:2][C:3]1[CH:4]=[C:5]2[C:10](=[CH:11][C:12]=1[O:13][CH3:14])[NH:9][C:8](=[O:15])[CH:7]([C:16]([O:18]CC)=[O:17])[CH2:6]2.CO.O.[OH-].[Li+], predict the reaction product. The product is: [CH3:1][O:2][C:3]1[CH:4]=[C:5]2[C:10](=[CH:11][C:12]=1[O:13][CH3:14])[NH:9][C:8](=[O:15])[CH:7]([C:16]([OH:18])=[O:17])[CH2:6]2.